Dataset: Reaction yield outcomes from USPTO patents with 853,638 reactions. Task: Predict the reaction yield, written as a fraction of the theoretical maximum amount of product (1.0 means a 100% yield; for example, 0.34 means a 34% yield). The reactants are [CH2:1]([O:3][C:4]1[CH:9]=[CH:8][C:7]([S:10]([N:13]([CH:21]([CH3:26])[C:22](OC)=[O:23])[C:14]2[CH:19]=[CH:18][C:17]([CH3:20])=[CH:16][CH:15]=2)(=[O:12])=[O:11])=[CH:6][CH:5]=1)[CH3:2].O.[NH2:28][NH2:29]. The catalyst is CO. The product is [CH2:1]([O:3][C:4]1[CH:9]=[CH:8][C:7]([S:10]([N:13]([CH:21]([CH3:26])[C:22]([NH:28][NH2:29])=[O:23])[C:14]2[CH:19]=[CH:18][C:17]([CH3:20])=[CH:16][CH:15]=2)(=[O:12])=[O:11])=[CH:6][CH:5]=1)[CH3:2]. The yield is 0.520.